Dataset: Forward reaction prediction with 1.9M reactions from USPTO patents (1976-2016). Task: Predict the product of the given reaction. Given the reactants [CH:1]1[CH2:6][CH2:5][CH2:4][CH2:3][CH:2]=1.[C:7]([O-])([O-])=[O:8].[K+].[K+].CN(C=[O:17])C, predict the reaction product. The product is: [OH:17][C:1]1[CH:6]=[C:5]([CH:4]=[CH:3][CH:2]=1)[CH:7]=[O:8].